From a dataset of Forward reaction prediction with 1.9M reactions from USPTO patents (1976-2016). Predict the product of the given reaction. (1) Given the reactants [NH:1]1[CH2:6][CH2:5][CH:4]([C:7]([O:9][CH2:10][CH3:11])=[O:8])[CH2:3][CH2:2]1.C(N(CC)CC)C.[CH:19]1([C:22](Cl)=[O:23])[CH2:21][CH2:20]1.O, predict the reaction product. The product is: [CH:19]1([C:22]([N:1]2[CH2:6][CH2:5][CH:4]([C:7]([O:9][CH2:10][CH3:11])=[O:8])[CH2:3][CH2:2]2)=[O:23])[CH2:21][CH2:20]1. (2) Given the reactants [F:1][C:2]1[CH:32]=[C:31]([F:33])[CH:30]=[CH:29][C:3]=1[CH2:4][N:5]1[C:14]2[C:9](=[CH:10][C:11]([C:17]3[CH:22]=[CH:21][C:20]([C:23]([F:26])([F:25])[F:24])=[C:19]([F:27])[CH:18]=3)=[C:12]([O:15][CH3:16])[CH:13]=2)[CH2:8][CH2:7][C:6]1=[O:28].C([Li])CCC.CCCCCC.Br[CH2:46][C:47]([O:49][C:50]([CH3:53])([CH3:52])[CH3:51])=[O:48], predict the reaction product. The product is: [F:1][C:2]1[CH:32]=[C:31]([F:33])[CH:30]=[CH:29][C:3]=1[CH2:4][N:5]1[C:14]2[C:9](=[CH:10][C:11]([C:17]3[CH:22]=[CH:21][C:20]([C:23]([F:26])([F:24])[F:25])=[C:19]([F:27])[CH:18]=3)=[C:12]([O:15][CH3:16])[CH:13]=2)[CH2:8][CH:7]([CH2:46][C:47]([O:49][C:50]([CH3:53])([CH3:52])[CH3:51])=[O:48])[C:6]1=[O:28]. (3) Given the reactants [CH3:1][N:2]([CH2:4][C:5]1[CH:6]=[C:7]([OH:11])[CH:8]=[CH:9][CH:10]=1)[CH3:3].C(N(CC)CC)C.[Cl-].[Mg+2].[Cl-].[CH2:22]=[O:23], predict the reaction product. The product is: [CH3:3][N:2]([CH2:4][C:5]1[CH:10]=[CH:9][C:8]([CH:22]=[O:23])=[C:7]([OH:11])[CH:6]=1)[CH3:1]. (4) Given the reactants [CH:1]([C:4]1[CH:9]=[CH:8][C:7]([C:10](=[O:24])[CH2:11][C:12]([C:14]2[CH:15]=[C:16]([CH:21]=[CH:22][CH:23]=2)[C:17]([O:19]C)=[O:18])=[O:13])=[CH:6][CH:5]=1)([CH3:3])[CH3:2].O[Li].O.Cl, predict the reaction product. The product is: [CH:1]([C:4]1[CH:5]=[CH:6][C:7]([C:10](=[O:24])[CH2:11][C:12]([C:14]2[CH:15]=[C:16]([CH:21]=[CH:22][CH:23]=2)[C:17]([OH:19])=[O:18])=[O:13])=[CH:8][CH:9]=1)([CH3:3])[CH3:2]. (5) Given the reactants [F:1][C:2]1[CH:7]=[CH:6][C:5]([CH:8]2[C:17]([CH3:19])([CH3:18])[CH2:16][C:15]3[C:10](=[CH:11][CH:12]=[C:13]([C:20]([O-:22])=[O:21])[CH:14]=3)[NH:9]2)=[CH:4][C:3]=1[N+:23]([O-])=O.[CH:26]1([C:31]([OH:33])=O)[CH2:30][CH2:29][CH2:28][CH2:27]1.[CH:34](N(CC)C(C)C)(C)C.P(Cl)(Cl)(Cl)=O, predict the reaction product. The product is: [CH:26]1([C:31]([NH:23][C:3]2[CH:4]=[C:5]([CH:8]3[C:17]([CH3:19])([CH3:18])[CH2:16][C:15]4[C:10](=[CH:11][CH:12]=[C:13]([C:20]([O:22][CH3:34])=[O:21])[CH:14]=4)[NH:9]3)[CH:6]=[CH:7][C:2]=2[F:1])=[O:33])[CH2:30][CH2:29][CH2:28][CH2:27]1. (6) Given the reactants [N:1]([CH2:4][CH2:5][CH2:6][O:7][C:8]1[CH:16]=[C:15]2[C:11]([CH:12]=[N:13][NH:14]2)=[CH:10][C:9]=1[NH:17][C:18]1[C:19]2[C:26]3[CH2:27][CH2:28][CH:29]([C:31]([N:33]([CH3:35])[CH3:34])=[O:32])[CH2:30][C:25]=3[S:24][C:20]=2[N:21]=[CH:22][N:23]=1)=[N+]=[N-].C(P(CCCC)CCCC)CCC.N, predict the reaction product. The product is: [NH2:1][CH2:4][CH2:5][CH2:6][O:7][C:8]1[CH:16]=[C:15]2[C:11]([CH:12]=[N:13][NH:14]2)=[CH:10][C:9]=1[NH:17][C:18]1[C:19]2[C:26]3[CH2:27][CH2:28][CH:29]([C:31]([N:33]([CH3:34])[CH3:35])=[O:32])[CH2:30][C:25]=3[S:24][C:20]=2[N:21]=[CH:22][N:23]=1.